Dataset: Full USPTO retrosynthesis dataset with 1.9M reactions from patents (1976-2016). Task: Predict the reactants needed to synthesize the given product. (1) Given the product [OH:30][CH2:29][C@H:26]([NH:25][C:23]1[C:22]([C:31]2[S:32][CH:33]=[CH:34][CH:35]=2)=[CH:21][N:20]=[C:19]([NH:18][C:15]2[CH:14]=[CH:13][C:12]([S@:7]([CH:9]3[CH2:11][CH2:10]3)(=[NH:6])=[O:8])=[CH:17][CH:16]=2)[N:24]=1)[CH2:27][CH3:28], predict the reactants needed to synthesize it. The reactants are: C(OC([N:6]=[S@:7]([C:12]1[CH:17]=[CH:16][C:15]([NH:18][C:19]2[N:24]=[C:23]([NH:25][C@@H:26]([CH2:29][OH:30])[CH2:27][CH3:28])[C:22]([C:31]3[S:32][CH:33]=[CH:34][CH:35]=3)=[CH:21][N:20]=2)=[CH:14][CH:13]=1)([CH:9]1[CH2:11][CH2:10]1)=[O:8])=O)C.CC[O-].[Na+]. (2) The reactants are: CC(C)([O-])C.[Na+].Br[C:8]1[CH:13]=[CH:12][C:11]([Br:14])=[CH:10][N:9]=1.C1(C)C=CC=CC=1.[CH3:22][NH:23][CH2:24][CH3:25]. Given the product [Br:14][C:11]1[CH:12]=[CH:13][C:8]([N:23]([CH2:24][CH3:25])[CH3:22])=[N:9][CH:10]=1, predict the reactants needed to synthesize it. (3) Given the product [OH:8][C:9]1[CH:18]=[C:17]2[C:12]([C:13]([O:19][C:20]3[CH:25]=[CH:24][C:23]([O:26][CH3:27])=[CH:22][C:21]=3[C:28](=[O:30])[CH3:29])=[CH:14][CH:15]=[N:16]2)=[CH:11][C:10]=1[O:31][CH3:32], predict the reactants needed to synthesize it. The reactants are: C([O:8][C:9]1[CH:18]=[C:17]2[C:12]([C:13]([O:19][C:20]3[CH:25]=[CH:24][C:23]([O:26][CH3:27])=[CH:22][C:21]=3[C:28](=[O:30])[CH3:29])=[CH:14][CH:15]=[N:16]2)=[CH:11][C:10]=1[O:31][CH3:32])C1C=CC=CC=1.CS(O)(=O)=O. (4) Given the product [C:12]([O:16][CH:17]([O:21][C:22]([NH:11][CH2:10][C@H:2]1[CH2:3][CH2:4][C@H:5]([C:7]([OH:9])=[O:8])[CH2:6][CH2:1]1)=[O:23])[CH:18]([CH3:19])[CH3:20])(=[O:15])[CH2:13][CH3:14], predict the reactants needed to synthesize it. The reactants are: [CH2:1]1[CH2:6][C@H:5]([C:7]([OH:9])=[O:8])[CH2:4][CH2:3][C@H:2]1[CH2:10][NH2:11].[C:12]([O:16][CH:17]([O:21][C:22](ON1C(=O)CCC1=O)=[O:23])[CH:18]([CH3:20])[CH3:19])(=[O:15])[CH2:13][CH3:14]. (5) Given the product [S:1]([O-:5])([O-:4])(=[O:3])=[O:2].[Na+:33].[C:25]([NH:24][C:23]([CH3:31])([CH3:22])[C:27]([NH:6][CH2:7][CH2:8][CH2:9][CH2:10][CH2:11][CH2:12][NH:13][C:14]([NH2:16])=[NH2+:15])=[O:28])(=[O:26])[CH:29]=[CH2:30], predict the reactants needed to synthesize it. The reactants are: [S:1]([OH:5])([OH:4])(=[O:3])=[O:2].[NH2:6][CH2:7][CH2:8][CH2:9][CH2:10][CH2:11][CH2:12][NH:13][C:14]([NH2:16])=[NH:15].CC(C)=O.O.[CH3:22][C:23]1([CH3:31])[C:27](=[O:28])[O:26][C:25]([CH:29]=[CH2:30])=[N:24]1.[OH-].[Na+:33].